From a dataset of Forward reaction prediction with 1.9M reactions from USPTO patents (1976-2016). Predict the product of the given reaction. (1) The product is: [S:13]([N:10]1[CH:11]=[CH:12][C:8]([N:4]2[CH:5]=[CH:6][CH:7]=[C:3]2[C:2]([C:37]2[CH:42]=[CH:41][C:40]([C:43]([F:44])([F:45])[F:46])=[CH:39][C:38]=2[O:47][CH3:48])=[O:1])=[C:9]1[C:23]([C:25]1[CH:30]=[CH:29][C:28]([C:31]([F:34])([F:32])[F:33])=[CH:27][C:26]=1[O:35][CH3:36])=[O:24])([C:16]1[CH:17]=[CH:18][C:19]([CH3:20])=[CH:21][CH:22]=1)(=[O:14])=[O:15]. Given the reactants [OH:1][CH:2]([C:37]1[CH:42]=[CH:41][C:40]([C:43]([F:46])([F:45])[F:44])=[CH:39][C:38]=1[O:47][CH3:48])[C:3]1[N:4]([C:8]2[CH:12]=[CH:11][N:10]([S:13]([C:16]3[CH:22]=[CH:21][C:19]([CH3:20])=[CH:18][CH:17]=3)(=[O:15])=[O:14])[C:9]=2[C:23]([C:25]2[CH:30]=[CH:29][C:28]([C:31]([F:34])([F:33])[F:32])=[CH:27][C:26]=2[O:35][CH3:36])=[O:24])[CH:5]=[CH:6][CH:7]=1, predict the reaction product. (2) Given the reactants CO.[OH-].[Na+].C([O:8][C:9]1[C:33]([CH3:34])=[CH:32][CH:31]=[CH:30][C:10]=1[C:11]([NH:13][C:14]1[CH:23]=[C:22]([C:24]2[CH:29]=[CH:28][CH:27]=[CH:26][CH:25]=2)[CH:21]=[CH:20][C:15]=1[C:16]([O:18]C)=[O:17])=[O:12])(=O)C.Cl, predict the reaction product. The product is: [OH:8][C:9]1[C:33]([CH3:34])=[CH:32][CH:31]=[CH:30][C:10]=1[C:11]([NH:13][C:14]1[CH:23]=[C:22]([C:24]2[CH:29]=[CH:28][CH:27]=[CH:26][CH:25]=2)[CH:21]=[CH:20][C:15]=1[C:16]([OH:18])=[O:17])=[O:12]. (3) Given the reactants F[C:2]1[CH:7]=[CH:6][C:5]([S:8]([N:11]2[CH2:16][CH2:15][CH:14]([NH:17][C:18]3[N:23]=[C:22](Cl)[N:21]=[C:20]([O:25][CH2:26][C:27]([F:30])([F:29])[F:28])[N:19]=3)[CH2:13][CH2:12]2)(=[O:10])=[O:9])=[CH:4][CH:3]=1.[NH:31]1[CH2:35][CH2:34][CH2:33][CH2:32]1.CCN(C(C)C)C(C)C, predict the reaction product. The product is: [C:5]1([S:8]([N:11]2[CH2:16][CH2:15][CH:14]([NH:17][C:18]3[N:23]=[C:22]([N:31]4[CH2:35][CH2:34][CH2:33][CH2:32]4)[N:21]=[C:20]([O:25][CH2:26][C:27]([F:28])([F:29])[F:30])[N:19]=3)[CH2:13][CH2:12]2)(=[O:9])=[O:10])[CH:4]=[CH:3][CH:2]=[CH:7][CH:6]=1. (4) The product is: [Br:1][C:2]1[CH:11]=[C:10]2[C:5]([CH:6]=[C:7]([C:13]3[N:25]=[C:19]4[C:18]([F:17])=[CH:23][C:22]([CH3:26])=[CH:21][N:20]4[CH:14]=3)[C:8](=[O:12])[O:9]2)=[CH:4][CH:3]=1. Given the reactants [Br:1][C:2]1[CH:11]=[C:10]2[C:5]([CH:6]=[C:7]([C:13](=O)[CH2:14]Br)[C:8](=[O:12])[O:9]2)=[CH:4][CH:3]=1.[F:17][C:18]1[C:19]([NH2:25])=[N:20][CH:21]=[C:22](F)[CH:23]=1.[CH:26](Cl)(Cl)Cl, predict the reaction product. (5) Given the reactants [Cl:1][C:2]1[CH:3]=[C:4]([C:9]23[CH2:14][CH:13]2[CH2:12][CH2:11][C:10]3=[O:15])[CH:5]=[CH:6][C:7]=1[Cl:8].[C:16]([O-])(=O)[CH3:17].[NH4+].[BH3-]C#[N:23].[Na+].[ClH:25].C#N, predict the reaction product. The product is: [ClH:1].[Cl:1][C:2]1[CH:3]=[C:4]([C:9]23[CH2:14][CH:13]2[CH2:12][CH2:11][CH:10]3[NH2:23])[CH:5]=[CH:6][C:7]=1[Cl:8].[ClH:25].[CH2:16]([O:15][CH2:10][CH3:11])[CH3:17].